From a dataset of hERG potassium channel inhibition data for cardiac toxicity prediction from Karim et al.. Regression/Classification. Given a drug SMILES string, predict its toxicity properties. Task type varies by dataset: regression for continuous values (e.g., LD50, hERG inhibition percentage) or binary classification for toxic/non-toxic outcomes (e.g., AMES mutagenicity, cardiotoxicity, hepatotoxicity). Dataset: herg_karim. The compound is COc1cc(/C=C2\CCCN3C2=NOC3(CO)c2ccc(F)cc2)ccc1-n1cnc(C)c1. The result is 1 (blocker).